Dataset: Catalyst prediction with 721,799 reactions and 888 catalyst types from USPTO. Task: Predict which catalyst facilitates the given reaction. (1) Reactant: [NH2:1][C:2]1[CH:7]=[CH:6][C:5]([N+:8]([O-:10])=[O:9])=[CH:4][N:3]=1.CN1CCOCC1.Cl[C:19]([O:21][C:22]([CH3:24])=[CH2:23])=[O:20]. Product: [C:22]([O:21][C:19](=[O:20])[NH:1][C:2]1[CH:7]=[CH:6][C:5]([N+:8]([O-:10])=[O:9])=[CH:4][N:3]=1)([CH3:24])=[CH2:23]. The catalyst class is: 355. (2) Reactant: [N:1]1[S:2][N:3]=[C:4]2[CH:9]=[C:8]([C:10]3[O:14][C:13]([CH3:16])([CH3:15])[C:12](=[O:17])[CH:11]=3)[CH:7]=[CH:6][C:5]=12.C1C(=O)N([Br:25])C(=O)C1. Product: [N:1]1[S:2][N:3]=[C:4]2[CH:9]=[C:8]([C:10]3[O:14][C:13]([CH3:15])([CH3:16])[C:12](=[O:17])[C:11]=3[Br:25])[CH:7]=[CH:6][C:5]=12. The catalyst class is: 373.